This data is from Full USPTO retrosynthesis dataset with 1.9M reactions from patents (1976-2016). The task is: Predict the reactants needed to synthesize the given product. (1) Given the product [NH2:19][C:10]1[C:9]2[N:8]=[C:7]([CH2:20][CH3:21])[N:6]([CH2:5][CH2:4][CH2:3][CH2:2][NH:1][C:22](=[O:26])[CH2:23][CH2:24][CH3:25])[C:18]=2[C:17]2[CH:16]=[CH:15][CH:14]=[CH:13][C:12]=2[N:11]=1, predict the reactants needed to synthesize it. The reactants are: [NH2:1][CH2:2][CH2:3][CH2:4][CH2:5][N:6]1[C:18]2[C:17]3[CH:16]=[CH:15][CH:14]=[CH:13][C:12]=3[N:11]=[C:10]([NH2:19])[C:9]=2[N:8]=[C:7]1[CH2:20][CH3:21].[C:22](Cl)(=[O:26])[CH2:23][CH2:24][CH3:25]. (2) Given the product [Cl:1][C:2]1[CH:7]=[C:6]([N+:8]([O-:10])=[O:9])[C:5]([CH3:11])=[CH:4][C:3]=1[O:18][CH2:17][CH2:16][O:15][CH3:14], predict the reactants needed to synthesize it. The reactants are: [Cl:1][C:2]1[CH:7]=[C:6]([N+:8]([O-:10])=[O:9])[C:5]([CH3:11])=[CH:4][C:3]=1Cl.[Na].[CH3:14][O:15][CH2:16][CH2:17][OH:18]. (3) Given the product [N:15]1([S:12]([C:9]2[CH:8]=[CH:7][C:6]([CH:5]=[O:4])=[CH:11][CH:10]=2)(=[O:14])=[O:13])[CH2:16][CH2:17][O:18][CH2:19][CH2:20]1, predict the reactants needed to synthesize it. The reactants are: C([O:4][CH:5](OC(=O)C)[C:6]1[CH:11]=[CH:10][C:9]([S:12]([N:15]2[CH2:20][CH2:19][O:18][CH2:17][CH2:16]2)(=[O:14])=[O:13])=[CH:8][CH:7]=1)(=O)C.C(=O)([O-])[O-].[Na+].[Na+]. (4) Given the product [ClH:29].[C:23]1([C:20]2[N:19]=[N:18][C:17]([CH2:16][NH2:8])=[CH:22][CH:21]=2)[CH:24]=[CH:25][CH:26]=[CH:27][CH:28]=1, predict the reactants needed to synthesize it. The reactants are: C(OC([N:8]([CH2:16][C:17]1[N:18]=[N:19][C:20]([C:23]2[CH:28]=[CH:27][CH:26]=[CH:25][CH:24]=2)=[CH:21][CH:22]=1)C(OC(C)(C)C)=O)=O)(C)(C)C.[ClH:29].O1CCOCC1. (5) Given the product [OH:20][C@H:3]([CH2:2][NH:1][CH2:28][C:27]1[CH:30]=[CH:31][CH:32]=[C:25]([C:22]([OH:21])([CH3:23])[CH3:24])[CH:26]=1)[C@@H:4]([NH:12][C:13](=[O:19])[O:14][C:15]([CH3:17])([CH3:16])[CH3:18])[CH2:5][C:6]1[CH:11]=[CH:10][CH:9]=[CH:8][CH:7]=1, predict the reactants needed to synthesize it. The reactants are: [NH2:1][CH2:2][C@@H:3]([OH:20])[C@@H:4]([NH:12][C:13](=[O:19])[O:14][C:15]([CH3:18])([CH3:17])[CH3:16])[CH2:5][C:6]1[CH:11]=[CH:10][CH:9]=[CH:8][CH:7]=1.[OH:21][C:22]([C:25]1[CH:26]=[C:27]([CH:30]=[CH:31][CH:32]=1)[CH:28]=O)([CH3:24])[CH3:23].[BH-](OC(C)=O)(OC(C)=O)OC(C)=O.[Na+]. (6) Given the product [N+:1]([C:4]1[CH:5]=[C:6]([O:10][CH2:14][O:15][CH3:16])[CH:7]=[CH:8][CH:9]=1)([O-:3])=[O:2], predict the reactants needed to synthesize it. The reactants are: [N+:1]([C:4]1[CH:5]=[C:6]([OH:10])[CH:7]=[CH:8][CH:9]=1)([O-:3])=[O:2].[H-].[Na+].Cl[CH2:14][O:15][CH3:16].